Dataset: M1 muscarinic receptor antagonist screen with 61,756 compounds. Task: Binary Classification. Given a drug SMILES string, predict its activity (active/inactive) in a high-throughput screening assay against a specified biological target. (1) The compound is S(=O)(=O)(NC(=O)N1CCc2c(C1)cc(OC)c(OC)c2)c1ccc(cc1)C. The result is 0 (inactive). (2) The compound is O1C(CCC1)CN\C=C1\C(=O)CC(CC1=O)(C)C. The result is 0 (inactive). (3) The drug is O(c1ccc(C2(C(CN(C(C2)C)C)C)CCN)cc1)C. The result is 0 (inactive).